This data is from Forward reaction prediction with 1.9M reactions from USPTO patents (1976-2016). The task is: Predict the product of the given reaction. The product is: [CH2:1]([O:3][C:4]([C:6]1[C:14]2[C:9](=[CH:10][CH:11]=[C:12]([O:15][C:36]3[CH:35]=[CH:34][CH:33]=[C:32]([C:31]([F:42])([F:41])[F:30])[CH:37]=3)[CH:13]=2)[N:8]([C:16]2[CH:21]=[CH:20][C:19]([O:22][CH3:23])=[CH:18][CH:17]=2)[C:7]=1[CH2:24][C:25]([O:27][CH2:28][CH3:29])=[O:26])=[O:5])[CH3:2]. Given the reactants [CH2:1]([O:3][C:4]([C:6]1[C:14]2[C:9](=[CH:10][CH:11]=[C:12]([OH:15])[CH:13]=2)[N:8]([C:16]2[CH:21]=[CH:20][C:19]([O:22][CH3:23])=[CH:18][CH:17]=2)[C:7]=1[CH2:24][C:25]([O:27][CH2:28][CH3:29])=[O:26])=[O:5])[CH3:2].[F:30][C:31]([F:42])([F:41])[C:32]1[CH:33]=[C:34](B(O)O)[CH:35]=[CH:36][CH:37]=1, predict the reaction product.